From a dataset of Full USPTO retrosynthesis dataset with 1.9M reactions from patents (1976-2016). Predict the reactants needed to synthesize the given product. (1) Given the product [Br:1][C:2]1[CH:7]=[CH:6][C:5]2[C:8]3[CH2:9][N:10]([C:16]([O:18][C:19]([CH3:22])([CH3:21])[CH3:20])=[O:17])[CH2:11][CH2:12][CH2:13][C:14]=3[O:15][C:4]=2[CH:3]=1, predict the reactants needed to synthesize it. The reactants are: [Br:1][C:2]1[CH:7]=[CH:6][C:5]2[C:8]3[CH2:9][NH:10][CH2:11][CH2:12][CH2:13][C:14]=3[O:15][C:4]=2[CH:3]=1.[C:16](O[C:16]([O:18][C:19]([CH3:22])([CH3:21])[CH3:20])=[O:17])([O:18][C:19]([CH3:22])([CH3:21])[CH3:20])=[O:17].C(N(CC)CC)C. (2) Given the product [CH2:20]([O:13][C:12]([C:7]1[CH:6]=[CH:5][C:4]2[C:9](=[CH:10][CH:11]=[C:2]([Br:1])[CH:3]=2)[CH:8]=1)=[O:14])[CH3:21], predict the reactants needed to synthesize it. The reactants are: [Br:1][C:2]1[CH:3]=[C:4]2[C:9](=[CH:10][CH:11]=1)[CH:8]=[C:7]([C:12]([OH:14])=[O:13])[CH:6]=[CH:5]2.S(=O)(=O)(O)O.[CH2:20](O)[CH3:21]. (3) Given the product [CH:29]1([NH:28][C:26]([C:11]2[N:12]=[N:13][N:14]([C:15]3[CH:20]=[CH:19][C:18]([C:21]([NH:23][CH2:24][CH3:25])=[O:22])=[CH:17][CH:16]=3)[C:10]=2[CH2:9][OH:8])=[O:27])[CH2:30][CH2:31]1, predict the reactants needed to synthesize it. The reactants are: C([O:8][CH2:9][C:10]1[N:14]([C:15]2[CH:20]=[CH:19][C:18]([C:21]([NH:23][CH2:24][CH3:25])=[O:22])=[CH:17][CH:16]=2)[N:13]=[N:12][C:11]=1[C:26]([NH:28][CH:29]1[CH2:31][CH2:30]1)=[O:27])C1C=CC=CC=1.CO. (4) Given the product [Cl:1][C:2]1[CH:7]=[C:6]([Cl:8])[CH:5]=[CH:4][C:3]=1[CH:9]1[CH:18]([C:19]([NH:21][O:22][CH2:23][C:24]2[O:25][C:40](=[O:41])[NH:27][N:26]=2)=[O:20])[C:17]2[C:12](=[CH:13][CH:14]=[CH:15][CH:16]=2)[C:11](=[O:28])[N:10]1[CH:29]1[CH2:34][CH2:33][CH2:32][CH2:31][CH:30]1[NH:35][S:36]([CH3:39])(=[O:38])=[O:37], predict the reactants needed to synthesize it. The reactants are: [Cl:1][C:2]1[CH:7]=[C:6]([Cl:8])[CH:5]=[CH:4][C:3]=1[CH:9]1[CH:18]([C:19]([NH:21][O:22][CH2:23][C:24]([NH:26][NH2:27])=[O:25])=[O:20])[C:17]2[C:12](=[CH:13][CH:14]=[CH:15][CH:16]=2)[C:11](=[O:28])[N:10]1[CH:29]1[CH2:34][CH2:33][CH2:32][CH2:31][CH:30]1[NH:35][S:36]([CH3:39])(=[O:38])=[O:37].[C:40](N1C=CN=C1)(N1C=CN=C1)=[O:41].C(N(CC)CC)C.Cl. (5) Given the product [CH3:1][O:2][C:3]1[CH:17]=[CH:16][C:6]([CH2:7][N:8]2[CH:12]=[C:11]([C:13](=[S:27])[NH2:15])[CH:10]=[N:9]2)=[CH:5][CH:4]=1, predict the reactants needed to synthesize it. The reactants are: [CH3:1][O:2][C:3]1[CH:17]=[CH:16][C:6]([CH2:7][N:8]2[CH:12]=[C:11]([C:13]([NH2:15])=O)[CH:10]=[N:9]2)=[CH:5][CH:4]=1.COC1C=CC(P2(SP(C3C=CC(OC)=CC=3)(=S)S2)=[S:27])=CC=1. (6) Given the product [Cl:25][C:26]1[CH:27]=[CH:28][C:29]([C:32]2[N:33]=[C:8]([C:7]3[CH:6]=[N:5][CH:4]=[CH:3][C:2]=3[Cl:1])[S:35][CH:36]=2)=[CH:30][CH:31]=1, predict the reactants needed to synthesize it. The reactants are: [Cl:1][C:2]1[C:7]([CH:8]=O)=[CH:6][N:5]=[CH:4][CH:3]=1.ClC1C=CN=CC=1.[Li+].CC([N-]C(C)C)C.[Cl:25][C:26]1[CH:31]=[CH:30][C:29]([C:32]2[N:33]=C(Br)[S:35][CH:36]=2)=[CH:28][CH:27]=1.